Dataset: Reaction yield outcomes from USPTO patents with 853,638 reactions. Task: Predict the reaction yield, written as a fraction of the theoretical maximum amount of product (1.0 means a 100% yield; for example, 0.34 means a 34% yield). (1) The reactants are F[C:2]1[CH:11]=[CH:10][C:5]([C:6]([NH:8][CH3:9])=[O:7])=[CH:4][CH:3]=1.[NH:12]1[CH2:17][CH2:16][NH:15][CH2:14][CH2:13]1. The catalyst is CS(C)=O. The product is [CH3:9][NH:8][C:6](=[O:7])[C:5]1[CH:10]=[CH:11][C:2]([N:12]2[CH2:17][CH2:16][NH:15][CH2:14][CH2:13]2)=[CH:3][CH:4]=1. The yield is 0.657. (2) The reactants are Br[C:2]1[CH:9]=[CH:8][C:5]([CH:6]=[O:7])=[CH:4][C:3]=1[N+:10]([O-:12])=[O:11].[C:13]([C:15]1[CH:20]=[CH:19][CH:18]=[CH:17][C:16]=1OB(O)O)#[N:14].ClCCl.C(=O)([O-])[O-].[Na+].[Na+]. The catalyst is [Br-].C([N+](CCCC)(CCCC)CCCC)CCC.C1C=CC(P(C2C=CC=CC=2)[C-]2C=CC=C2)=CC=1.C1C=CC(P(C2C=CC=CC=2)[C-]2C=CC=C2)=CC=1.Cl[Pd]Cl.[Fe+2].C1(C)C=CC=CC=1. The product is [CH:6]([C:5]1[CH:8]=[CH:9][C:2]([C:16]2[C:15]([C:13]#[N:14])=[CH:20][CH:19]=[CH:18][CH:17]=2)=[C:3]([N+:10]([O-:12])=[O:11])[CH:4]=1)=[O:7]. The yield is 0.400.